Dataset: Reaction yield outcomes from USPTO patents with 853,638 reactions. Task: Predict the reaction yield, written as a fraction of the theoretical maximum amount of product (1.0 means a 100% yield; for example, 0.34 means a 34% yield). (1) The reactants are [NH2:1][C:2]12[CH2:9][CH:8]3[CH2:10][C:4]([C:11]4[CH:16]=[CH:15][C:14]([N:17]5[CH2:21][CH2:20][NH:19][C:18]5=[O:22])=[CH:13][CH:12]=4)([CH2:5][CH:6]1[CH2:7]3)[CH2:3]2.C([O-])([O-])=O.[K+].[K+].Cl[CH2:30][C:31]([N:33]1[CH2:37][CH2:36][CH2:35][C@H:34]1[C:38]#[N:39])=[O:32]. The catalyst is CS(C)=O.CCOC(C)=O. The product is [O:22]=[C:18]1[NH:19][CH2:20][CH2:21][N:17]1[C:14]1[CH:13]=[CH:12][C:11]([C:4]23[CH2:10][CH:8]4[CH2:9][C:2]([NH:1][CH2:30][C:31]([N:33]5[CH2:37][CH2:36][CH2:35][C@H:34]5[C:38]#[N:39])=[O:32])([CH2:3]2)[CH:6]([CH2:7]4)[CH2:5]3)=[CH:16][CH:15]=1. The yield is 0.360. (2) The reactants are [N+:1]([C:4]1[CH:12]=[C:11]2[C:7]([CH:8]=[N:9][NH:10]2)=[CH:6][CH:5]=1)([O-:3])=[O:2].[H-].[Na+].I[CH3:16].O. The catalyst is CN(C)C=O. The product is [CH3:16][N:10]1[C:11]2[C:7](=[CH:6][CH:5]=[C:4]([N+:1]([O-:3])=[O:2])[CH:12]=2)[CH:8]=[N:9]1. The yield is 0.530. (3) The reactants are [F:1][C:2]1[CH:3]=[N:4][C:5]2[C:10]([C:11]=1[CH2:12][CH2:13][N:14]1[CH2:17][CH:16]([CH2:18][NH:19]C(=O)OCC3C=CC=CC=3)[CH2:15]1)=[N:9][C:8]([O:30][CH3:31])=[CH:7][CH:6]=2. The catalyst is CO.[OH-].[OH-].[Pd+2]. The product is [F:1][C:2]1[CH:3]=[N:4][C:5]2[C:10]([C:11]=1[CH2:12][CH2:13][N:14]1[CH2:15][CH:16]([CH2:18][NH2:19])[CH2:17]1)=[N:9][C:8]([O:30][CH3:31])=[CH:7][CH:6]=2. The yield is 0.950. (4) The catalyst is C(OCC)(=O)C.CO.[Pd]. The product is [O:2]=[C:3]1[CH:4]([CH:15]2[CH2:20][CH2:19][N:18]([C:21]([O:23][C:24]([CH3:27])([CH3:26])[CH3:25])=[O:22])[CH2:17][CH2:16]2)[CH2:5][C:6]2[C:7](=[CH:8][CH:9]=[CH:10][CH:11]=2)[NH:12]1. The yield is 0.470. The reactants are C[O:2][C:3](=O)[CH:4]([CH:15]1[CH2:20][CH2:19][N:18]([C:21]([O:23][C:24]([CH3:27])([CH3:26])[CH3:25])=[O:22])[CH2:17][CH2:16]1)[CH2:5][C:6]1[CH:11]=[CH:10][CH:9]=[CH:8][C:7]=1[N+:12]([O-])=O.C(O)(=O)C.[H][H]. (5) The reactants are [NH:1]([C:3]([S:5][CH3:6])=[NH:4])[NH2:2].O.[CH3:8][O:9][C:10]1[CH:11]=[C:12]([C:16]([CH:18]=O)=O)[CH:13]=[CH:14][CH:15]=1. No catalyst specified. The product is [CH3:6][S:5][C:3]1[N:1]=[N:2][CH:18]=[C:16]([C:12]2[CH:13]=[CH:14][CH:15]=[C:10]([O:9][CH3:8])[CH:11]=2)[N:4]=1. The yield is 0.790.